Dataset: TCR-epitope binding with 47,182 pairs between 192 epitopes and 23,139 TCRs. Task: Binary Classification. Given a T-cell receptor sequence (or CDR3 region) and an epitope sequence, predict whether binding occurs between them. The epitope is TPQDLNTML. The TCR CDR3 sequence is CASSLGVGLPGELFF. Result: 0 (the TCR does not bind to the epitope).